From a dataset of Full USPTO retrosynthesis dataset with 1.9M reactions from patents (1976-2016). Predict the reactants needed to synthesize the given product. (1) Given the product [C:17]([CH:21]1[CH2:22][CH2:23][CH:24]([NH:27][CH2:1][C:3]2[CH:16]=[CH:15][C:6]([C:7]([NH:9][C:10]3[N:11]=[N:12][NH:13][N:14]=3)=[O:8])=[CH:5][CH:4]=2)[CH2:25][CH2:26]1)([CH3:20])([CH3:18])[CH3:19], predict the reactants needed to synthesize it. The reactants are: [CH:1]([C:3]1[CH:16]=[CH:15][C:6]([C:7]([NH:9][C:10]2[N:11]=[N:12][NH:13][N:14]=2)=[O:8])=[CH:5][CH:4]=1)=O.[C:17]([CH:21]1[CH2:26][CH2:25][CH:24]([NH2:27])[CH2:23][CH2:22]1)([CH3:20])([CH3:19])[CH3:18].C(O)(=O)C.C([BH3-])#N.[Na+]. (2) The reactants are: [NH2:1][C:2]1[C:7]([N+:8]([O-:10])=[O:9])=[CH:6][CH:5]=[C:4](Cl)[N:3]=1.[CH2:12]([NH2:15])[CH2:13][NH2:14]. Given the product [NH2:14][CH2:13][CH2:12][NH:15][C:4]1[CH:5]=[CH:6][C:7]([N+:8]([O-:10])=[O:9])=[C:2]([NH2:1])[N:3]=1, predict the reactants needed to synthesize it. (3) The reactants are: C(O[K])(C)(C)C.C1OCCOCCOCCOCCOCCOC1.[CH3:25][N:26]([CH2:28][CH2:29][C@H:30]([O:36][C:37]1[C:46]2[C:41](=[CH:42][CH:43]=[CH:44][CH:45]=2)[CH:40]=[CH:39][CH:38]=1)[C:31]1[S:32][CH:33]=[CH:34][CH:35]=1)[CH3:27]. Given the product [CH3:25][N:26]([CH2:28][CH2:29][CH:30]([O:36][C:37]1[C:46]2[C:41](=[CH:42][CH:43]=[CH:44][CH:45]=2)[CH:40]=[CH:39][CH:38]=1)[C:31]1[S:32][CH:33]=[CH:34][CH:35]=1)[CH3:27], predict the reactants needed to synthesize it.